Dataset: Reaction yield outcomes from USPTO patents with 853,638 reactions. Task: Predict the reaction yield, written as a fraction of the theoretical maximum amount of product (1.0 means a 100% yield; for example, 0.34 means a 34% yield). (1) The product is [Cl:28][C:20]1[CH:19]=[C:18]([CH:10]([CH2:11][CH:12]2[CH2:17][CH2:16][O:15][CH2:14][CH2:13]2)[C:9]([NH:8][C:5]2[CH:4]=[N:3][C:2]([C:30]#[N:31])=[CH:7][N:6]=2)=[O:29])[CH:23]=[CH:22][C:21]=1[S:24]([CH3:27])(=[O:26])=[O:25]. The catalyst is CN(C)C=O.[Cu]I.C1C=CC([P]([Pd]([P](C2C=CC=CC=2)(C2C=CC=CC=2)C2C=CC=CC=2)([P](C2C=CC=CC=2)(C2C=CC=CC=2)C2C=CC=CC=2)[P](C2C=CC=CC=2)(C2C=CC=CC=2)C2C=CC=CC=2)(C2C=CC=CC=2)C2C=CC=CC=2)=CC=1. The yield is 0.760. The reactants are Br[C:2]1[N:3]=[CH:4][C:5]([NH:8][C:9](=[O:29])[CH:10]([C:18]2[CH:23]=[CH:22][C:21]([S:24]([CH3:27])(=[O:26])=[O:25])=[C:20]([Cl:28])[CH:19]=2)[CH2:11][CH:12]2[CH2:17][CH2:16][O:15][CH2:14][CH2:13]2)=[N:6][CH:7]=1.[C-:30]#[N:31].[K+].C1OCCOCCOCCOCCOCCOC1. (2) The reactants are Cl.[NH:2]1[CH:6]=[CH:5][CH:4]=[C:3]1[C:7]1[N:11]=[C:10]([C@H:12]2[CH2:17][CH2:16][CH2:15][NH:14][CH2:13]2)[O:9][N:8]=1.C(N(CC)CC)C.[F:25][C:26]1[CH:34]=[CH:33][C:29]([C:30](Cl)=[O:31])=[CH:28][CH:27]=1.[OH-].[Na+]. The catalyst is ClCCl. The yield is 0.580. The product is [F:25][C:26]1[CH:34]=[CH:33][C:29]([C:30]([N:14]2[CH2:15][CH2:16][CH2:17][C@H:12]([C:10]3[O:9][N:8]=[C:7]([C:3]4[NH:2][CH:6]=[CH:5][CH:4]=4)[N:11]=3)[CH2:13]2)=[O:31])=[CH:28][CH:27]=1. (3) The yield is 0.930. The catalyst is CO. The product is [CH3:38][N:1]1[CH2:6][CH2:5][CH2:4][CH:3]([C:7]2[CH:12]=[CH:11][C:10]([NH:13][C:14]3[N:19]=[C:18]([CH2:20][CH2:21][C:22]4[CH:27]=[CH:26][CH:25]=[CH:24][C:23]=4[CH2:28][C:29]([NH2:31])=[O:30])[C:17]([C:32]([F:35])([F:33])[F:34])=[CH:16][N:15]=3)=[CH:9][CH:8]=2)[CH2:2]1. The reactants are [NH:1]1[CH2:6][CH2:5][CH2:4][CH:3]([C:7]2[CH:12]=[CH:11][C:10]([NH:13][C:14]3[N:19]=[C:18]([CH2:20][CH2:21][C:22]4[CH:27]=[CH:26][CH:25]=[CH:24][C:23]=4[CH2:28][C:29]([NH2:31])=[O:30])[C:17]([C:32]([F:35])([F:34])[F:33])=[CH:16][N:15]=3)=[CH:9][CH:8]=2)[CH2:2]1.C=O.[C:38](O[BH-](OC(=O)C)OC(=O)C)(=O)C.[Na+]. (4) No catalyst specified. The reactants are [CH3:1][N:2]1[C:6]2[CH:7]=[CH:8][C:9]([C:11]([OH:13])=O)=[CH:10][C:5]=2[NH:4][C:3]1=[O:14].[NH:15]1[CH2:20][CH2:19][CH2:18][C@@H:17]2[C:21]3[CH:22]=[CH:23][CH:24]=[CH:25][C:26]=3[CH2:27][C@H:16]12.F[P-](F)(F)(F)(F)F.N1(OC(N(C)C)=[N+](C)C)C2N=CC=CC=2N=N1. The yield is 0.270. The product is [N:15]1([C:11]([C:9]2[CH:8]=[CH:7][C:6]3[N:2]([CH3:1])[C:3](=[O:14])[NH:4][C:5]=3[CH:10]=2)=[O:13])[CH2:20][CH2:19][CH2:18][C@@H:17]2[C:21]3[CH:22]=[CH:23][CH:24]=[CH:25][C:26]=3[CH2:27][C@H:16]12. (5) The product is [NH2:6][C:7]1[CH:8]=[CH:9][CH:10]=[CH:11][C:1]=1[C:2]([NH:20][C:19]1[CH:21]=[CH:22][C:16]([CH:13]2[CH2:15][CH2:14]2)=[CH:17][CH:18]=1)=[O:4]. The catalyst is CN(C=O)C. The reactants are [C:1]12[C:7](=[CH:8][CH:9]=[CH:10][CH:11]=1)[NH:6]C(=O)[O:4][C:2]2=O.[CH:13]1([C:16]2[CH:22]=[CH:21][C:19]([NH2:20])=[CH:18][CH:17]=2)[CH2:15][CH2:14]1. The yield is 0.560. (6) The reactants are [C:1]([N:5]1[C:13]2[C:8](=[CH:9][C:10]([N+:14]([O-])=O)=[CH:11][CH:12]=2)[CH:7]=[CH:6]1)([CH3:4])([CH3:3])[CH3:2]. The catalyst is [Ni]. The product is [C:1]([N:5]1[C:13]2[C:8](=[CH:9][C:10]([NH2:14])=[CH:11][CH:12]=2)[CH:7]=[CH:6]1)([CH3:4])([CH3:2])[CH3:3]. The yield is 0.450. (7) The reactants are [CH3:1][O:2][C:3]1[CH:4]=[C:5]([N:12]2[CH2:17][CH2:16][CH:15]([N:18]3[CH2:23][CH2:22][NH:21][CH2:20][CH2:19]3)[CH2:14][CH2:13]2)[CH:6]=[CH:7][C:8]=1[N+:9]([O-:11])=[O:10].I[CH2:25][CH2:26][F:27]. The catalyst is C1COCC1. The product is [F:27][CH2:26][CH2:25][N:21]1[CH2:20][CH2:19][N:18]([CH:15]2[CH2:14][CH2:13][N:12]([C:5]3[CH:6]=[CH:7][C:8]([N+:9]([O-:11])=[O:10])=[C:3]([O:2][CH3:1])[CH:4]=3)[CH2:17][CH2:16]2)[CH2:23][CH2:22]1. The yield is 0.690.